This data is from Forward reaction prediction with 1.9M reactions from USPTO patents (1976-2016). The task is: Predict the product of the given reaction. (1) Given the reactants [CH:1]1([C:4]2[N:9]=[C:8]([C:10](O)([CH3:12])[CH3:11])[CH:7]=[CH:6][N:5]=2)[CH2:3][CH2:2]1.S(=O)(=O)(O)O.[OH-:19].[Na+].[C:21](#[N:23])[CH3:22], predict the reaction product. The product is: [CH:1]1([C:4]2[N:9]=[C:8]([C:10]([NH:23][C:21](=[O:19])[CH3:22])([CH3:12])[CH3:11])[CH:7]=[CH:6][N:5]=2)[CH2:3][CH2:2]1. (2) Given the reactants [N:1]1([C:7]2[O:11][C:10]([C:12]([O:14]CC)=[O:13])=[N:9][N:8]=2)[CH2:6][CH2:5][CH2:4][CH2:3][CH2:2]1.[OH-].[Li+].O.Cl, predict the reaction product. The product is: [N:1]1([C:7]2[O:11][C:10]([C:12]([OH:14])=[O:13])=[N:9][N:8]=2)[CH2:6][CH2:5][CH2:4][CH2:3][CH2:2]1.